This data is from Reaction yield outcomes from USPTO patents with 853,638 reactions. The task is: Predict the reaction yield, written as a fraction of the theoretical maximum amount of product (1.0 means a 100% yield; for example, 0.34 means a 34% yield). (1) The reactants are [Cl:1][C:2]1[CH:3]=[C:4]([NH:17][C:18]2[C:19]3[C:26]4[CH:27]=[CH:28][C:29]([OH:31])=[CH:30][C:25]=4[S:24][C:20]=3[N:21]=[CH:22][N:23]=2)[CH:5]=[CH:6][C:7]=1[O:8][CH2:9][C:10]1[CH:15]=[CH:14][CH:13]=[C:12]([F:16])[CH:11]=1.[CH2:32]1[O:34][C@@H:33]1[CH2:35][OH:36].C(N(CC)CC)C. The catalyst is CCO. The product is [Cl:1][C:2]1[CH:3]=[C:4]([NH:17][C:18]2[C:19]3[C:26]4[CH:27]=[CH:28][C:29]([O:31][CH2:32][C@H:33]([OH:34])[CH2:35][OH:36])=[CH:30][C:25]=4[S:24][C:20]=3[N:21]=[CH:22][N:23]=2)[CH:5]=[CH:6][C:7]=1[O:8][CH2:9][C:10]1[CH:15]=[CH:14][CH:13]=[C:12]([F:16])[CH:11]=1. The yield is 0.400. (2) The reactants are C([Li])(C)(C)C.Br[C:7]1[CH:12]=[CH:11][N:10]=[C:9]([CH:13]2[CH2:15][CH2:14]2)[CH:8]=1.[Br:16][C:17]1[CH:22]=[C:21]([C:23]([C:31]2[CH:36]=[CH:35][CH:34]=[C:33]([F:37])[C:32]=2[C:38]#[N:39])=[N:24]S(C(C)(C)C)=O)[CH:20]=[CH:19][N:18]=1.Cl. The catalyst is C1COCC1.CO. The product is [Br:16][C:17]1[CH:22]=[C:21]([C:23]2([C:7]3[CH:12]=[CH:11][N:10]=[C:9]([CH:13]4[CH2:15][CH2:14]4)[CH:8]=3)[C:31]3[C:32](=[C:33]([F:37])[CH:34]=[CH:35][CH:36]=3)[C:38]([NH2:39])=[N:24]2)[CH:20]=[CH:19][N:18]=1. The yield is 0.450. (3) The reactants are C[O:2][C:3]1[C:12]2[CH2:11][CH2:10][C:9]([CH3:14])([CH3:13])[CH2:8][C:7]=2[C:6]2[C:15]3[N:21]=[CH:20][N:19]=[C:18]([NH:22][CH2:23][CH2:24][CH2:25][N:26]4[CH2:30][CH2:29][CH2:28][C:27]4=[O:31])[C:16]=3[O:17][C:5]=2[N:4]=1.[OH-].[Na+]. The catalyst is O. The product is [CH3:13][C:9]1([CH3:14])[CH2:10][CH2:11][C:12]2[C:3](=[O:2])[NH:4][C:5]3[O:17][C:16]4[C:18]([NH:22][CH2:23][CH2:24][CH2:25][N:26]5[CH2:30][CH2:29][CH2:28][C:27]5=[O:31])=[N:19][CH:20]=[N:21][C:15]=4[C:6]=3[C:7]=2[CH2:8]1. The yield is 1.00. (4) The reactants are [C:1]([C:4]1[CH:5]=[N:6][CH:7]=[CH:8][CH:9]=1)(=O)[CH3:2].O.O.[NH2:12][NH2:13]. The yield is 0.800. The catalyst is O. The product is [N:6]1[CH:7]=[CH:8][CH:9]=[C:4]([C:1](=[N:12][NH2:13])[CH3:2])[CH:5]=1. (5) The reactants are [Br:1][C:2]1[N:3]=[C:4]2[CH:10]=[CH:9][NH:8][C:5]2=[N:6][CH:7]=1.[Cl-].C([Al+]CC)C.[CH3:17][C:18]1([C:24](Cl)=[O:25])[CH2:23][CH2:22][CH2:21][CH2:20][CH2:19]1. The catalyst is ClCCl. The product is [Br:1][C:2]1[N:3]=[C:4]2[C:10]([C:24]([C:18]3([CH3:17])[CH2:23][CH2:22][CH2:21][CH2:20][CH2:19]3)=[O:25])=[CH:9][NH:8][C:5]2=[N:6][CH:7]=1. The yield is 0.850.